This data is from Catalyst prediction with 721,799 reactions and 888 catalyst types from USPTO. The task is: Predict which catalyst facilitates the given reaction. (1) Reactant: [C:1]([O:9]CC)(=O)[CH2:2][C:3]([O:5][CH2:6][CH3:7])=[O:4].[H-].[Na+].[H][H].[CH3:16][N:17]1[C:22]2[CH:23]=[CH:24][C:25]([CH3:27])=[CH:26][C:21]=2[C:20](=O)[O:19]C1=O. Product: [CH2:6]([O:5][C:3]([C:2]1[C:1](=[O:9])[N:17]([CH3:16])[C:22]2[C:21]([C:20]=1[OH:19])=[CH:26][C:25]([CH3:27])=[CH:24][CH:23]=2)=[O:4])[CH3:7]. The catalyst class is: 44. (2) Reactant: [C:1]([O:5][C:6]([N:8]([C@@H:19]1[CH2:28][C:27]2[CH:26]=[C:25]([O:29][C:30]3[CH:31]=[C:32]([CH:37]=[C:38]([N+:40]([O-])=O)[CH:39]=3)[C:33]([O:35][CH3:36])=[O:34])[CH:24]=[CH:23][C:22]=2[CH2:21][CH2:20]1)[CH2:9][C@@H:10]([C:12]1[CH:17]=[CH:16][CH:15]=[C:14]([Cl:18])[CH:13]=1)[OH:11])=[O:7])([CH3:4])([CH3:3])[CH3:2].C(O)C.[Cl-].[NH4+]. The catalyst class is: 150. Product: [NH2:40][C:38]1[CH:37]=[C:32]([CH:31]=[C:30]([O:29][C:25]2[CH:24]=[CH:23][C:22]3[CH2:21][CH2:20][C@H:19]([N:8]([C:6]([O:5][C:1]([CH3:4])([CH3:3])[CH3:2])=[O:7])[CH2:9][C@@H:10]([C:12]4[CH:17]=[CH:16][CH:15]=[C:14]([Cl:18])[CH:13]=4)[OH:11])[CH2:28][C:27]=3[CH:26]=2)[CH:39]=1)[C:33]([O:35][CH3:36])=[O:34]. (3) Reactant: [Br:1][C:2]1[CH:7]=[CH:6][CH:5]=[CH:4][C:3]=1[NH:8][C:9](=[O:18])[CH:10]=[CH:11]C1C=CC=CC=1.[Cl-].[Al+3].[Cl-].[Cl-]. Product: [Br:1][C:2]1[CH:7]=[CH:6][CH:5]=[C:4]2[C:3]=1[NH:8][C:9](=[O:18])[CH:10]=[CH:11]2. The catalyst class is: 159.